Dataset: Forward reaction prediction with 1.9M reactions from USPTO patents (1976-2016). Task: Predict the product of the given reaction. (1) Given the reactants [NH2:1][CH2:2][CH2:3][CH:4]([C:6]1[CH:11]=[CH:10][C:9]([N:12]([CH3:27])[C:13]2[CH:18]=[CH:17][C:16]([O:19][CH2:20][C:21]3[CH:26]=[CH:25][CH:24]=[CH:23][CH:22]=3)=[CH:15][CH:14]=2)=[CH:8][CH:7]=1)[CH3:5].[CH3:28][C:29]([O:32][C:33](O[C:33]([O:32][C:29]([CH3:31])([CH3:30])[CH3:28])=[O:34])=[O:34])([CH3:31])[CH3:30], predict the reaction product. The product is: [C:29]([O:32][C:33](=[O:34])[NH:1][CH2:2][CH2:3][CH:4]([C:6]1[CH:11]=[CH:10][C:9]([N:12]([C:13]2[CH:18]=[CH:17][C:16]([O:19][CH2:20][C:21]3[CH:22]=[CH:23][CH:24]=[CH:25][CH:26]=3)=[CH:15][CH:14]=2)[CH3:27])=[CH:8][CH:7]=1)[CH3:5])([CH3:31])([CH3:30])[CH3:28]. (2) Given the reactants [NH2:1][C:2]1[NH:6][N:5]=[CH:4][C:3]=1[C:7]([C:9]1[S:10][CH:11]=[CH:12][CH:13]=1)=[O:8].C(C1C=NN2[C:24]([C:25]3[CH:26]=[C:27]([N:31]([CH3:36])[S:32]([CH3:35])(=[O:34])=[O:33])[CH:28]=[CH:29][CH:30]=3)=[CH:23][CH:22]=NC=12)#N.C(OCC)(=O)C, predict the reaction product. The product is: [CH3:36][N:31]([C:27]1[CH:28]=[CH:29][CH:30]=[C:25]([C:24]2[N:6]3[N:5]=[CH:4][C:3]([C:7]([C:9]4[S:10][CH:11]=[CH:12][CH:13]=4)=[O:8])=[C:2]3[N:1]=[CH:22][CH:23]=2)[CH:26]=1)[S:32]([CH3:35])(=[O:33])=[O:34]. (3) The product is: [F:33][C:6]1[CH:5]=[N:4][CH:3]=[C:2]([F:1])[C:7]=1[CH:8]([C:10]1[CH:15]=[CH:14][C:13]([F:16])=[C:12]([C:17]2[C:26]3[C:21](=[CH:22][C:23]([N:27]4[CH2:28][CH2:29][O:30][CH2:31][CH2:32]4)=[CH:24][CH:25]=3)[N:20]=[CH:19][N:18]=2)[CH:11]=1)[OH:9].[Cl:34][C:35]1[C:40]([F:41])=[CH:39][N:38]=[CH:37][C:36]=1[CH:42]([C:44]1[CH:49]=[CH:48][C:47]([F:50])=[C:46]([C:51]2[C:60]3[C:55](=[CH:56][C:57]([N:61]4[CH2:66][CH2:65][O:64][CH2:63][CH2:62]4)=[CH:58][CH:59]=3)[N:54]=[CH:53][N:52]=2)[CH:45]=1)[OH:43]. Given the reactants [F:1][C:2]1[CH:3]=[N:4][CH:5]=[C:6]([F:33])[C:7]=1[C:8]([C:10]1[CH:15]=[CH:14][C:13]([F:16])=[C:12]([C:17]2[C:26]3[C:21](=[CH:22][C:23]([N:27]4[CH2:32][CH2:31][O:30][CH2:29][CH2:28]4)=[CH:24][CH:25]=3)[N:20]=[CH:19][N:18]=2)[CH:11]=1)=[O:9].[Cl:34][C:35]1[C:40]([F:41])=[CH:39][N:38]=[CH:37][C:36]=1[C:42]([C:44]1[CH:49]=[CH:48][C:47]([F:50])=[C:46]([C:51]2[C:60]3[C:55](=[CH:56][C:57]([N:61]4[CH2:66][CH2:65][O:64][CH2:63][CH2:62]4)=[CH:58][CH:59]=3)[N:54]=[CH:53][N:52]=2)[CH:45]=1)=[O:43].[BH4-].[Na+], predict the reaction product. (4) Given the reactants C(OC([N:11]1[CH2:16][CH2:15][CH2:14][C@@H:13]([C:17]2[N:21]3[CH:22]=[CH:23][N:24]=[C:25]([NH:26][CH2:27][C:28]4[CH:33]=[CH:32][C:31]([O:34][CH3:35])=[CH:30][C:29]=4[O:36][CH3:37])[C:20]3=[C:19]([C:38]3[CH:43]=[CH:42][C:41]([C:44](=[O:46])[NH2:45])=[CH:40][C:39]=3[F:47])[N:18]=2)[CH2:12]1)=O)C1C=CC=CC=1.C(OC)(C)(C)C, predict the reaction product. The product is: [CH3:37][O:36][C:29]1[CH:30]=[C:31]([O:34][CH3:35])[CH:32]=[CH:33][C:28]=1[CH2:27][NH:26][C:25]1[C:20]2[N:21]([C:17]([C@@H:13]3[CH2:14][CH2:15][CH2:16][NH:11][CH2:12]3)=[N:18][C:19]=2[C:38]2[CH:43]=[CH:42][C:41]([C:44]([NH2:45])=[O:46])=[CH:40][C:39]=2[F:47])[CH:22]=[CH:23][N:24]=1. (5) Given the reactants [F:1][C:2]1[C:7]([O:8][CH3:9])=[CH:6][C:5]([O:10][CH3:11])=[C:4]([F:12])[C:3]=1[C:13]1[N:18]=[CH:17][C:16]2[C:19](I)=[N:20][N:21](C3CCCCO3)[C:15]=2[CH:14]=1.[CH2:29]([N:31]1[CH2:39][C:38]2[C:33](=[N:34][CH:35]=[C:36](B(O)O)[CH:37]=2)[C:32]1=[O:43])[CH3:30], predict the reaction product. The product is: [F:12][C:4]1[C:5]([O:10][CH3:11])=[CH:6][C:7]([O:8][CH3:9])=[C:2]([F:1])[C:3]=1[C:13]1[N:18]=[CH:17][C:16]2[C:19]([C:36]3[CH:37]=[C:38]4[CH2:39][N:31]([CH2:29][CH3:30])[C:32](=[O:43])[C:33]4=[N:34][CH:35]=3)=[N:20][NH:21][C:15]=2[CH:14]=1. (6) Given the reactants [C:1]1([CH3:13])[CH:6]=[CH:5][CH:4]=[C:3]([N:7]2[CH2:11][CH2:10][NH:9][C:8]2=[O:12])[CH:2]=1.Br[C:15]1[CH:16]=[N:17][CH:18]=[CH:19][C:20]=1[C:21]([F:24])([F:23])[F:22].N[C@@H]1CCCC[C@H]1N.P([O-])([O-])([O-])=O.[K+].[K+].[K+], predict the reaction product. The product is: [C:1]1([CH3:13])[CH:6]=[CH:5][CH:4]=[C:3]([N:7]2[CH2:11][CH2:10][N:9]([C:15]3[CH:16]=[N:17][CH:18]=[CH:19][C:20]=3[C:21]([F:24])([F:23])[F:22])[C:8]2=[O:12])[CH:2]=1. (7) Given the reactants BrBr.[Cl:3][C:4]1[C:5]([NH:10][NH:11][C:12]([NH:14][C:15](=[O:19])[O:16][CH2:17][CH3:18])=S)=[N:6][CH:7]=[CH:8][N:9]=1.[OH-].[NH4+], predict the reaction product. The product is: [Cl:3][C:4]1[C:5]2[N:6]([C:12]([NH:14][C:15](=[O:19])[O:16][CH2:17][CH3:18])=[N:11][N:10]=2)[CH:7]=[CH:8][N:9]=1. (8) Given the reactants [Si:1]([O:18][CH2:19][C@@H:20]([N:23]1[C@H:28]([C:29]2[CH:34]=[CH:33][C:32]([Cl:35])=[CH:31][N:30]=2)[C@@H:27]([C:36]2[CH:41]=[CH:40][CH:39]=[C:38]([Cl:42])[CH:37]=2)[CH2:26][CH2:25][C:24]1=[O:43])[CH2:21][CH3:22])([C:14]([CH3:17])([CH3:16])[CH3:15])([C:8]1[CH:13]=[CH:12][CH:11]=[CH:10][CH:9]=1)[C:2]1[CH:7]=[CH:6][CH:5]=[CH:4][CH:3]=1.[CH3:44]I, predict the reaction product. The product is: [Si:1]([O:18][CH2:19][C@@H:20]([N:23]1[C@H:28]([C:29]2[CH:34]=[CH:33][C:32]([Cl:35])=[CH:31][N:30]=2)[C@@H:27]([C:36]2[CH:41]=[CH:40][CH:39]=[C:38]([Cl:42])[CH:37]=2)[CH2:26][CH:25]([CH3:44])[C:24]1=[O:43])[CH2:21][CH3:22])([C:14]([CH3:17])([CH3:16])[CH3:15])([C:8]1[CH:13]=[CH:12][CH:11]=[CH:10][CH:9]=1)[C:2]1[CH:7]=[CH:6][CH:5]=[CH:4][CH:3]=1. (9) Given the reactants [Cl:1][C:2]1[CH:3]=[C:4]2[C:9](=[CH:10][C:11]=1[O:12][C:13]1[CH:21]=[CH:20][C:16]([C:17](O)=[O:18])=[CH:15][CH:14]=1)[O:8][CH2:7][CH2:6][CH:5]2[C:22]([O:24][CH2:25][CH3:26])=[O:23].O.ON1C2C=CC=CC=2N=N1.Cl.C(N=C=NCCCN(C)C)C.[CH3:50][C:51]1[CH:59]=[CH:58][C:54]([CH2:55][CH2:56][NH2:57])=[CH:53][CH:52]=1, predict the reaction product. The product is: [Cl:1][C:2]1[CH:3]=[C:4]2[C:9](=[CH:10][C:11]=1[O:12][C:13]1[CH:21]=[CH:20][C:16]([C:17](=[O:18])[NH:57][CH2:56][CH2:55][C:54]3[CH:58]=[CH:59][C:51]([CH3:50])=[CH:52][CH:53]=3)=[CH:15][CH:14]=1)[O:8][CH2:7][CH2:6][CH:5]2[C:22]([O:24][CH2:25][CH3:26])=[O:23]. (10) Given the reactants C(OC([N:8]1[CH2:13][CH2:12][N:11]([C:14]2[C:23]3[C:18](=[CH:19][CH:20]=[CH:21][CH:22]=3)[N:17]([CH2:24][C:25]3[CH:30]=[CH:29][C:28]([F:31])=[CH:27][CH:26]=3)[C:16](=[O:32])[C:15]=2[C:33]#[N:34])[CH2:10][CH2:9]1)=O)(C)(C)C.[ClH:35], predict the reaction product. The product is: [ClH:35].[F:31][C:28]1[CH:27]=[CH:26][C:25]([CH2:24][N:17]2[C:18]3[C:23](=[CH:22][CH:21]=[CH:20][CH:19]=3)[C:14]([N:11]3[CH2:10][CH2:9][NH:8][CH2:13][CH2:12]3)=[C:15]([C:33]#[N:34])[C:16]2=[O:32])=[CH:30][CH:29]=1.